This data is from Full USPTO retrosynthesis dataset with 1.9M reactions from patents (1976-2016). The task is: Predict the reactants needed to synthesize the given product. (1) Given the product [F:36][C:31]1[CH:32]=[CH:33][CH:34]=[CH:35][C:30]=1[N:25]1[C:26]2[C:22](=[C:21]([N:8]3[CH2:9][CH2:10][N:6]([C@@H:3]4[CH2:4][CH2:5][O:1][CH2:2]4)[C:7]3=[O:11])[CH:29]=[CH:28][CH:27]=2)[CH:23]=[N:24]1, predict the reactants needed to synthesize it. The reactants are: [O:1]1[CH2:5][CH2:4][C@@H:3]([N:6]2[CH2:10][CH2:9][NH:8][C:7]2=[O:11])[CH2:2]1.[O-]P([O-])([O-])=O.[K+].[K+].[K+].Br[C:21]1[CH:29]=[CH:28][CH:27]=[C:26]2[C:22]=1[CH:23]=[N:24][N:25]2[C:30]1[CH:35]=[CH:34][CH:33]=[CH:32][C:31]=1[F:36].CN[C@@H]1CCCC[C@H]1NC. (2) Given the product [NH3:11].[CH3:33][C:28]1[CH:27]=[C:26]([CH:31]=[CH:30][C:29]=1[CH3:32])[CH2:25][NH:24][C:22](=[O:23])[CH2:21][CH2:20][C:16]1[CH:17]=[CH:18][CH:19]=[C:14]([CH2:13][C@H:12]([NH:11][CH2:10][C@H:9]([OH:8])[C:35]2[CH:40]=[CH:39][C:38]([OH:41])=[C:37]([CH2:42][OH:43])[CH:36]=2)[CH3:34])[CH:15]=1, predict the reactants needed to synthesize it. The reactants are: [Si]([O:8][C@H:9]([C:35]1[CH:40]=[CH:39][C:38]([OH:41])=[C:37]([CH2:42][OH:43])[CH:36]=1)[CH2:10][NH:11][C@H:12]([CH3:34])[CH2:13][C:14]1[CH:15]=[C:16]([CH2:20][CH2:21][C:22]([NH:24][CH2:25][C:26]2[CH:31]=[CH:30][C:29]([CH3:32])=[C:28]([CH3:33])[CH:27]=2)=[O:23])[CH:17]=[CH:18][CH:19]=1)(C(C)(C)C)(C)C.CO.O.ClCCl. (3) Given the product [ClH:41].[CH:10]1[C:11]2[CH:12]([CH2:14][O:15][C:16]([NH:18][C@@H:19]([CH2:27][C:28]3[CH:29]=[N:30][CH:31]=[N:32][C:33]=3[C:34]3[CH:39]=[CH:38][CH:37]=[CH:36][C:35]=3[CH3:40])[C:20]([OH:22])=[O:21])=[O:17])[C:13]3[C:5](=[CH:4][CH:3]=[CH:2][CH:1]=3)[C:6]=2[CH:7]=[CH:8][CH:9]=1, predict the reactants needed to synthesize it. The reactants are: [CH:1]1[C:13]2[CH:12]([CH2:14][O:15][C:16]([NH:18][C@@H:19]([CH2:27][C:28]3[CH:29]=[N:30][CH:31]=[N:32][C:33]=3[C:34]3[CH:39]=[CH:38][CH:37]=[CH:36][C:35]=3[CH3:40])[C:20]([O:22]C(C)(C)C)=[O:21])=[O:17])[C:11]3[C:6](=[CH:7][CH:8]=[CH:9][CH:10]=3)[C:5]=2[CH:4]=[CH:3][CH:2]=1.[Cl-:41].[Ca+2].[Cl-]. (4) Given the product [CH3:19][C@@H:16]1[CH2:17][CH2:18][C@@H:13]([O:12][C:8]2[CH:7]=[C:6]([O:5][CH:2]([CH3:4])[CH3:3])[CH:11]=[CH:10][N:9]=2)[CH2:14][N:15]1[C:28]([C:27]1[CH:31]=[CH:32][CH:33]=[CH:34][C:26]=1[C:21]1[N:20]=[CH:25][CH:24]=[CH:23][N:22]=1)=[O:29], predict the reactants needed to synthesize it. The reactants are: Cl.[CH:2]([O:5][C:6]1[CH:11]=[CH:10][N:9]=[C:8]([O:12][C@@H:13]2[CH2:18][CH2:17][C@@H:16]([CH3:19])[NH:15][CH2:14]2)[CH:7]=1)([CH3:4])[CH3:3].[N:20]1[CH:25]=[CH:24][CH:23]=[N:22][C:21]=1[C:26]1[CH:34]=[CH:33][CH:32]=[CH:31][C:27]=1[C:28](O)=[O:29].C(N(CC)CC)C.C(P1(=O)OP(=O)(CCC)OP(=O)(CCC)O1)CC.